From a dataset of NCI-60 drug combinations with 297,098 pairs across 59 cell lines. Regression. Given two drug SMILES strings and cell line genomic features, predict the synergy score measuring deviation from expected non-interaction effect. (1) Drug 1: C1CCC(CC1)NC(=O)N(CCCl)N=O. Drug 2: C1C(C(OC1N2C=C(C(=O)NC2=O)F)CO)O. Cell line: CAKI-1. Synergy scores: CSS=41.5, Synergy_ZIP=-1.66, Synergy_Bliss=-1.41, Synergy_Loewe=2.72, Synergy_HSA=3.98. (2) Cell line: NCIH23. Drug 2: CC1C(C(CC(O1)OC2CC(CC3=C2C(=C4C(=C3O)C(=O)C5=CC=CC=C5C4=O)O)(C(=O)C)O)N)O. Synergy scores: CSS=37.9, Synergy_ZIP=12.1, Synergy_Bliss=11.1, Synergy_Loewe=8.63, Synergy_HSA=10.8. Drug 1: CC1C(C(=O)NC(C(=O)N2CCCC2C(=O)N(CC(=O)N(C(C(=O)O1)C(C)C)C)C)C(C)C)NC(=O)C3=C4C(=C(C=C3)C)OC5=C(C(=O)C(=C(C5=N4)C(=O)NC6C(OC(=O)C(N(C(=O)CN(C(=O)C7CCCN7C(=O)C(NC6=O)C(C)C)C)C)C(C)C)C)N)C. (3) Drug 1: CS(=O)(=O)C1=CC(=C(C=C1)C(=O)NC2=CC(=C(C=C2)Cl)C3=CC=CC=N3)Cl. Drug 2: CCC1=C2CN3C(=CC4=C(C3=O)COC(=O)C4(CC)O)C2=NC5=C1C=C(C=C5)O. Cell line: MOLT-4. Synergy scores: CSS=67.3, Synergy_ZIP=1.13, Synergy_Bliss=0.682, Synergy_Loewe=-27.2, Synergy_HSA=1.35. (4) Drug 1: CCC1(C2=C(COC1=O)C(=O)N3CC4=CC5=C(C=CC(=C5CN(C)C)O)N=C4C3=C2)O.Cl. Drug 2: CC1CCCC2(C(O2)CC(NC(=O)CC(C(C(=O)C(C1O)C)(C)C)O)C(=CC3=CSC(=N3)C)C)C. Cell line: HOP-92. Synergy scores: CSS=38.0, Synergy_ZIP=-3.61, Synergy_Bliss=-4.98, Synergy_Loewe=-0.275, Synergy_HSA=0.285. (5) Drug 1: C1=NC2=C(N=C(N=C2N1C3C(C(C(O3)CO)O)F)Cl)N. Drug 2: CC1CCC2CC(C(=CC=CC=CC(CC(C(=O)C(C(C(=CC(C(=O)CC(OC(=O)C3CCCCN3C(=O)C(=O)C1(O2)O)C(C)CC4CCC(C(C4)OC)O)C)C)O)OC)C)C)C)OC. Cell line: MDA-MB-435. Synergy scores: CSS=9.62, Synergy_ZIP=-3.08, Synergy_Bliss=0.461, Synergy_Loewe=-7.87, Synergy_HSA=-1.14. (6) Drug 1: CS(=O)(=O)CCNCC1=CC=C(O1)C2=CC3=C(C=C2)N=CN=C3NC4=CC(=C(C=C4)OCC5=CC(=CC=C5)F)Cl. Drug 2: CCN(CC)CCCC(C)NC1=C2C=C(C=CC2=NC3=C1C=CC(=C3)Cl)OC. Cell line: SK-OV-3. Synergy scores: CSS=13.3, Synergy_ZIP=-0.812, Synergy_Bliss=3.92, Synergy_Loewe=3.31, Synergy_HSA=4.72. (7) Drug 1: CCC1=C2CN3C(=CC4=C(C3=O)COC(=O)C4(CC)O)C2=NC5=C1C=C(C=C5)O. Drug 2: CC1C(C(CC(O1)OC2CC(CC3=C2C(=C4C(=C3O)C(=O)C5=C(C4=O)C(=CC=C5)OC)O)(C(=O)CO)O)N)O.Cl. Cell line: HOP-62. Synergy scores: CSS=51.0, Synergy_ZIP=-5.54, Synergy_Bliss=-5.69, Synergy_Loewe=-8.16, Synergy_HSA=-0.116. (8) Drug 1: COC1=C(C=C2C(=C1)N=CN=C2NC3=CC(=C(C=C3)F)Cl)OCCCN4CCOCC4. Drug 2: CN(C)N=NC1=C(NC=N1)C(=O)N. Cell line: OVCAR-4. Synergy scores: CSS=27.2, Synergy_ZIP=0.845, Synergy_Bliss=9.72, Synergy_Loewe=-6.47, Synergy_HSA=9.74.